This data is from NCI-60 drug combinations with 297,098 pairs across 59 cell lines. The task is: Regression. Given two drug SMILES strings and cell line genomic features, predict the synergy score measuring deviation from expected non-interaction effect. (1) Drug 1: CC1=C(C=C(C=C1)NC(=O)C2=CC=C(C=C2)CN3CCN(CC3)C)NC4=NC=CC(=N4)C5=CN=CC=C5. Drug 2: C1=NC(=NC(=O)N1C2C(C(C(O2)CO)O)O)N. Cell line: U251. Synergy scores: CSS=32.2, Synergy_ZIP=-8.27, Synergy_Bliss=-2.31, Synergy_Loewe=-15.0, Synergy_HSA=-3.96. (2) Drug 1: CC1=C(C(CCC1)(C)C)C=CC(=CC=CC(=CC(=O)O)C)C. Drug 2: C(CC(=O)O)C(=O)CN.Cl. Cell line: SK-MEL-5. Synergy scores: CSS=2.24, Synergy_ZIP=-5.56, Synergy_Bliss=-8.21, Synergy_Loewe=-6.02, Synergy_HSA=-5.18. (3) Drug 1: CN1CCC(CC1)COC2=C(C=C3C(=C2)N=CN=C3NC4=C(C=C(C=C4)Br)F)OC. Drug 2: C1CC(C1)(C(=O)O)C(=O)O.[NH2-].[NH2-].[Pt+2]. Cell line: SK-OV-3. Synergy scores: CSS=35.6, Synergy_ZIP=-7.65, Synergy_Bliss=6.90, Synergy_Loewe=4.45, Synergy_HSA=9.80. (4) Drug 1: CC1C(C(CC(O1)OC2CC(CC3=C2C(=C4C(=C3O)C(=O)C5=C(C4=O)C(=CC=C5)OC)O)(C(=O)C)O)N)O.Cl. Drug 2: CC1=C(C(CCC1)(C)C)C=CC(=CC=CC(=CC(=O)O)C)C. Cell line: NCIH23. Synergy scores: CSS=12.6, Synergy_ZIP=-9.27, Synergy_Bliss=-5.32, Synergy_Loewe=-35.1, Synergy_HSA=-7.19.